Dataset: Catalyst prediction with 721,799 reactions and 888 catalyst types from USPTO. Task: Predict which catalyst facilitates the given reaction. (1) Reactant: Br[Zn][CH2:3][C:4]([O:6][CH2:7][CH3:8])=[O:5].[CH3:9][C:10]1[C:11](=[O:18])[C:12]([CH3:17])=[CH:13][C:14](=[O:16])[CH:15]=1.Cl.C(OCC)(=O)C. Product: [OH:16][C:14]1([CH2:3][C:4]([O:6][CH2:7][CH3:8])=[O:5])[CH:13]=[C:12]([CH3:17])[C:11](=[O:18])[C:10]([CH3:9])=[CH:15]1. The catalyst class is: 1. (2) Reactant: [Br:1][C:2]1[CH:3]=[C:4]([C:8]2([C:14]3[CH:19]=[CH:18][C:17]([O:20][CH:21]([F:23])[F:22])=[C:16]([CH3:24])[CH:15]=3)[CH2:12][O:11][C:10]([NH2:13])=[N:9]2)[CH:5]=[CH:6][CH:7]=1. Product: [Br:1][C:2]1[CH:3]=[C:4]([C@@:8]2([C:14]3[CH:19]=[CH:18][C:17]([O:20][CH:21]([F:22])[F:23])=[C:16]([CH3:24])[CH:15]=3)[CH2:12][O:11][C:10]([NH2:13])=[N:9]2)[CH:5]=[CH:6][CH:7]=1. The catalyst class is: 4. (3) Reactant: [Br:1][C:2]1[CH:18]=[CH:17][C:5]2[C:6]3[N:7]=[C:8]([C:14]([OH:16])=O)[S:9][C:10]=3[CH2:11][CH2:12][O:13][C:4]=2[CH:3]=1.[C:19]([Cl:24])(=O)[C:20](Cl)=O. Product: [Cl:24][C:19]1[CH:20]=[CH:3][CH:4]=[CH:5][C:6]=1[NH:7][C:14]([C:8]1[S:9][C:10]2[CH2:11][CH2:12][O:13][C:4]3[CH:3]=[C:2]([Br:1])[CH:18]=[CH:17][C:5]=3[C:6]=2[N:7]=1)=[O:16]. The catalyst class is: 139. (4) Reactant: [N:1]1([C:6]2[CH:11]=[C:10]([NH:12][CH:13]3[CH2:18][CH2:17][O:16][CH2:15][CH2:14]3)[N:9]3[N:19]=[C:20]([C:22](=O)[C:23](=O)C)[CH:21]=[C:8]3[N:7]=2)[CH2:5][CH2:4][CH2:3][CH2:2]1.[NH2:27][C:28]1[CH:29]=[N:30][CH:31]=[CH:32][C:33]=1[NH2:34].[CH3:35]O. Product: [CH3:23][C:22]1([C:20]2[CH:21]=[C:8]3[N:7]=[C:6]([N:1]4[CH2:2][CH2:3][CH2:4][CH2:5]4)[CH:11]=[C:10]([NH:12][CH:13]4[CH2:14][CH2:15][O:16][CH2:17][CH2:18]4)[N:9]3[N:19]=2)[N:27]=[C:28]2[CH:29]=[N:30][CH:31]=[CH:32][C:33]2=[N:34][CH2:35]1. The catalyst class is: 6. (5) Reactant: C([C:5]1[CH:10]=[CH:9][C:8]([C:11]([CH3:40])([CH2:15][CH2:16][CH2:17][CH2:18][C:19](=[O:39])[CH2:20][CH2:21][CH2:22][CH2:23][C:24]([C:29]2[CH:34]=[CH:33][C:32](CC(C)C)=[CH:31][CH:30]=2)([CH3:28])[C:25]([OH:27])=[O:26])[C:12]([OH:14])=[O:13])=[CH:7][CH:6]=1)C(C)C.C(OC(=O)C(C)(C1C=CC=CC=1)CCCCC(=O)CCCCC(C)(C1C=CC=CC=1)C(OCC)=O)C.[OH-].[K+]. Product: [CH3:28][C:24]([C:29]1[CH:30]=[CH:31][CH:32]=[CH:33][CH:34]=1)([CH2:23][CH2:22][CH2:21][CH2:20][C:19](=[O:39])[CH2:18][CH2:17][CH2:16][CH2:15][C:11]([CH3:40])([C:8]1[CH:7]=[CH:6][CH:5]=[CH:10][CH:9]=1)[C:12]([OH:14])=[O:13])[C:25]([OH:27])=[O:26]. The catalyst class is: 40.